From a dataset of Full USPTO retrosynthesis dataset with 1.9M reactions from patents (1976-2016). Predict the reactants needed to synthesize the given product. (1) Given the product [CH3:1][O:2][C:3](=[O:32])[C:4]1[CH:9]=[CH:8][C:7]([NH2:10])=[CH:6][C:5]=1[NH:13][C:14]1[C:23]2[C:18](=[CH:19][CH:20]=[C:21]([O:24][Si:25]([C:28]([CH3:30])([CH3:29])[CH3:31])([CH3:26])[CH3:27])[CH:22]=2)[CH:17]=[CH:16][CH:15]=1, predict the reactants needed to synthesize it. The reactants are: [CH3:1][O:2][C:3](=[O:32])[C:4]1[CH:9]=[CH:8][C:7]([N+:10]([O-])=O)=[CH:6][C:5]=1[NH:13][C:14]1[C:23]2[C:18](=[CH:19][CH:20]=[C:21]([O:24][Si:25]([C:28]([CH3:31])([CH3:30])[CH3:29])([CH3:27])[CH3:26])[CH:22]=2)[CH:17]=[CH:16][CH:15]=1.[Cl-].[NH4+].O. (2) Given the product [Cl:11][S:12]([C:3]1[CH:4]=[C:5]([CH:9]=[CH:10][C:2]=1[F:1])[C:6]([OH:8])=[O:7])(=[O:14])=[O:13], predict the reactants needed to synthesize it. The reactants are: [F:1][C:2]1[CH:10]=[CH:9][C:5]([C:6]([OH:8])=[O:7])=[CH:4][CH:3]=1.[Cl:11][S:12](O)(=[O:14])=[O:13].[Cl-].[Na+]. (3) Given the product [C:23]([C:20]1[CH:19]=[CH:18][C:17]([C:16]([N:14]([CH3:15])[CH:11]2[CH2:10][CH2:9][NH:8][CH2:13][CH2:12]2)=[O:25])=[CH:22][CH:21]=1)#[N:24], predict the reactants needed to synthesize it. The reactants are: C(OC([N:8]1[CH2:13][CH2:12][CH:11]([N:14]([C:16](=[O:25])[C:17]2[CH:22]=[CH:21][C:20]([C:23]#[N:24])=[CH:19][CH:18]=2)[CH3:15])[CH2:10][CH2:9]1)=O)(C)(C)C.Cl. (4) The reactants are: [C:1]1([O:7][CH3:8])[CH:6]=[CH:5][CH:4]=[CH:3][CH:2]=1.[C:9](Cl)(=[O:16])[C:10]1[CH:15]=[CH:14][CH:13]=[CH:12][CH:11]=1.B12B3B4B1C234. Given the product [CH3:8][O:7][C:1]1[CH:6]=[CH:5][C:4]([C:9](=[O:16])[C:10]2[CH:15]=[CH:14][CH:13]=[CH:12][CH:11]=2)=[CH:3][CH:2]=1, predict the reactants needed to synthesize it.